Dataset: Forward reaction prediction with 1.9M reactions from USPTO patents (1976-2016). Task: Predict the product of the given reaction. (1) Given the reactants [Br:1][C:2]1[CH:7]=[CH:6][C:5]([N:8]2[CH2:13][CH2:12][S:11](=[O:14])[CH2:10][CH2:9]2)=[CH:4][CH:3]=1.[F:15][C:16]([F:21])([F:20])[C:17]([NH2:19])=[O:18].C(O)(=O)C.C(O)(=O)C.IC1C=CC=CC=1.[O-2].[Mg+2], predict the reaction product. The product is: [Br:1][C:2]1[CH:3]=[CH:4][C:5]([N:8]2[CH2:9][CH2:10][S:11](=[N:19][C:17](=[O:18])[C:16]([F:21])([F:20])[F:15])(=[O:14])[CH2:12][CH2:13]2)=[CH:6][CH:7]=1. (2) Given the reactants O[NH:2][C:3](=O)C.[CH3:6][C:7]([O-:10])(C)[CH3:8].[K+].[Cl:12][C:13]1[CH:14]=[C:15]([C:24]2[C:33]3[C:28](=[CH:29]C(C#N)=C(F)C=3)[C:27]([CH3:37])=[CH:26][N:25]=2)[CH:16]=[N:17][C:18]=1[O:19][CH2:20][CH:21]([CH3:23])[CH3:22].C[N:39](C=O)C, predict the reaction product. The product is: [Cl:12][C:13]1[CH:14]=[C:15]([C:24]2[C:33]3[C:28](=[CH:29][C:6]4[C:3]([NH2:2])=[N:39][O:10][C:7]=4[CH:8]=3)[C:27]([CH3:37])=[CH:26][N:25]=2)[CH:16]=[N:17][C:18]=1[O:19][CH2:20][CH:21]([CH3:22])[CH3:23].